Dataset: Full USPTO retrosynthesis dataset with 1.9M reactions from patents (1976-2016). Task: Predict the reactants needed to synthesize the given product. (1) Given the product [CH3:21][S:18]([CH2:17][CH:14]1[CH2:15][CH2:16][CH:11]([NH2:10])[CH2:12][CH2:13]1)(=[O:19])=[O:20], predict the reactants needed to synthesize it. The reactants are: C(OC(=O)[NH:10][CH:11]1[CH2:16][CH2:15][CH:14]([CH2:17][S:18]([CH3:21])(=[O:20])=[O:19])[CH2:13][CH2:12]1)C1C=CC=CC=1. (2) Given the product [Cl:1][C:2]1[CH:3]=[CH:4][C:5]([CH2:8][O:9][C:10]2[CH:15]=[CH:14][N:13]([C:16]3[CH:17]=[N:18][C:19]([N:22]4[CH2:37][CH2:36][C:24]5([CH2:25][CH2:26][NH:27][CH2:28]5)[CH2:23]4)=[CH:20][CH:21]=3)[C:12](=[O:38])[CH:11]=2)=[N:6][CH:7]=1, predict the reactants needed to synthesize it. The reactants are: [Cl:1][C:2]1[CH:3]=[CH:4][C:5]([CH2:8][O:9][C:10]2[CH:15]=[CH:14][N:13]([C:16]3[CH:17]=[N:18][C:19]([N:22]4[CH2:37][CH2:36][C:24]5([CH2:28][N:27](C(OC(C)(C)C)=O)[CH2:26][CH2:25]5)[CH2:23]4)=[CH:20][CH:21]=3)[C:12](=[O:38])[CH:11]=2)=[N:6][CH:7]=1. (3) The reactants are: C(N(CC)CC)C.[CH2:8]([S:10](Cl)(=[O:12])=[O:11])[CH3:9].[NH2:14][C:15]1[C:16]([NH:30][CH2:31][CH:32]2[CH2:37][CH2:36][N:35]([C:38]([O:40][C:41]([CH3:44])([CH3:43])[CH3:42])=[O:39])[CH2:34][CH2:33]2)=[CH:17][C:18]([NH:21][C:22]2[CH:27]=[N:26][C:25]([C:28]#[N:29])=[CH:24][N:23]=2)=[N:19][CH:20]=1. Given the product [C:28]([C:25]1[N:26]=[CH:27][C:22]([NH:21][C:18]2[N:19]=[CH:20][C:15]([NH:14][S:10]([CH2:8][CH3:9])(=[O:12])=[O:11])=[C:16]([NH:30][CH2:31][CH:32]3[CH2:37][CH2:36][N:35]([C:38]([O:40][C:41]([CH3:44])([CH3:43])[CH3:42])=[O:39])[CH2:34][CH2:33]3)[CH:17]=2)=[N:23][CH:24]=1)#[N:29], predict the reactants needed to synthesize it. (4) Given the product [Br:35][C:36]1[CH:43]=[C:42]([F:44])[CH:41]=[CH:40][C:37]=1[C@H:38]1[C:5]([C:3]([O:2][CH2:1][CH3:26])=[O:4])=[C:10]([CH2:11][Br:12])[NH:9][C:8]([C:13]2[S:14][CH:15]=[CH:16][N:17]=2)=[N:7]1, predict the reactants needed to synthesize it. The reactants are: [CH3:1][O:2][C:3]([C:5]1[C@H](C2C=CC(F)=CC=2Cl)[N:7]=[C:8]([C:13]2[S:14][CH:15]=[CH:16][N:17]=2)[NH:9][C:10]=1[CH2:11][Br:12])=[O:4].[C:26](OCC)(=O)CC(C)=O.[Br:35][C:36]1[CH:43]=[C:42]([F:44])[CH:41]=[CH:40][C:37]=1[CH:38]=O.ClC1C=C(F)C=CC=1C=O. (5) Given the product [CH3:8][O:9][CH2:10][CH2:11][N:12]1[CH:6]([C:2]2[S:1][CH:5]=[CH:4][CH:3]=2)[CH:14]([C:13]([NH:31][C:28]2[O:29][CH:30]=[C:26]([CH3:25])[N:27]=2)=[O:24])[C:15]2[C:16](=[CH:20][CH:21]=[CH:22][CH:23]=2)[C:17]1=[O:19], predict the reactants needed to synthesize it. The reactants are: [S:1]1[CH:5]=[CH:4][CH:3]=[C:2]1[CH:6]=O.[CH3:8][O:9][CH2:10][CH2:11][NH2:12].[C:13]1(=[O:24])[O:19][C:17](=O)[C:16]2=[CH:20][CH:21]=[CH:22][CH:23]=[C:15]2[CH2:14]1.[CH3:25][C:26]1[N:27]=[C:28]([NH2:31])[O:29][CH:30]=1. (6) Given the product [CH3:22][C:16]1([CH3:23])[CH2:15][CH:14]([C:5]2[C:4]3[C:8](=[C:9]([C:11]([NH2:13])=[O:12])[CH:10]=[C:2]([C:32]4[CH:33]=[C:34]([CH:37]=[O:38])[S:35][CH:36]=4)[CH:3]=3)[NH:7][CH:6]=2)[CH2:19][CH2:18][S:17]1(=[O:21])=[O:20], predict the reactants needed to synthesize it. The reactants are: Br[C:2]1[CH:3]=[C:4]2[C:8](=[C:9]([C:11]([NH2:13])=[O:12])[CH:10]=1)[NH:7][CH:6]=[C:5]2[CH:14]1[CH2:19][CH2:18][S:17](=[O:21])(=[O:20])[C:16]([CH3:23])([CH3:22])[CH2:15]1.CC1(C)C(C)(C)OB([C:32]2[CH:33]=[C:34]([CH:37]=[O:38])[S:35][CH:36]=2)O1.C([O-])([O-])=O.[K+].[K+]. (7) The reactants are: [CH2:1]([N:3]([CH2:14][C:15]1[N:16]=[C:17]2[CH:22]=[CH:21][CH:20]=[C:19]([N:23]3[CH2:28][CH2:27][N:26]([CH3:29])[CH2:25][CH2:24]3)[N:18]2[C:30]=1[C:31]#[N:32])[C@@H:4]1[C:13]2[N:12]=[CH:11][CH:10]=[CH:9][C:8]=2[CH2:7][CH2:6][CH2:5]1)[CH3:2].S(=O)(=O)(O)[OH:34]. Given the product [CH2:1]([N:3]([CH2:14][C:15]1[N:16]=[C:17]2[CH:22]=[CH:21][CH:20]=[C:19]([N:23]3[CH2:28][CH2:27][N:26]([CH3:29])[CH2:25][CH2:24]3)[N:18]2[C:30]=1[C:31]([NH2:32])=[O:34])[C@@H:4]1[C:13]2[N:12]=[CH:11][CH:10]=[CH:9][C:8]=2[CH2:7][CH2:6][CH2:5]1)[CH3:2], predict the reactants needed to synthesize it. (8) Given the product [CH2:20]([N:12]([C:13]([O:15][C:16]([CH3:19])([CH3:18])[CH3:17])=[O:14])[C:6]1[CH:5]=[C:4]([CH:9]=[C:8]([O:10][CH3:11])[CH:7]=1)[C:3]([OH:23])=[O:2])[CH:21]=[CH2:22], predict the reactants needed to synthesize it. The reactants are: C[O:2][C:3](=[O:23])[C:4]1[CH:9]=[C:8]([O:10][CH3:11])[CH:7]=[C:6]([N:12]([CH2:20][CH:21]=[CH2:22])[C:13]([O:15][C:16]([CH3:19])([CH3:18])[CH3:17])=[O:14])[CH:5]=1.[OH-].[Li+].